This data is from Catalyst prediction with 721,799 reactions and 888 catalyst types from USPTO. The task is: Predict which catalyst facilitates the given reaction. Reactant: C(N(CC)CC)C.Cl.[CH3:9][O:10][C:11](=[O:24])[C:12]1[CH:17]=[CH:16][CH:15]=[C:14]([CH2:18][NH2:19])[C:13]=1[C:20]([O:22][CH3:23])=[O:21].[C:25](Cl)(=[O:27])[CH3:26]. Product: [CH3:9][O:10][C:11](=[O:24])[C:12]1[C:13](=[C:14]([CH2:18][NH:19][C:25](=[O:27])[CH3:26])[CH:15]=[CH:16][CH:17]=1)[C:20]([O:22][CH3:23])=[O:21]. The catalyst class is: 4.